Dataset: M1 muscarinic receptor antagonist screen with 61,756 compounds. Task: Binary Classification. Given a drug SMILES string, predict its activity (active/inactive) in a high-throughput screening assay against a specified biological target. The compound is S(c1c(C(=O)NCCCn2ccnc2)cccc1)CC. The result is 0 (inactive).